This data is from Full USPTO retrosynthesis dataset with 1.9M reactions from patents (1976-2016). The task is: Predict the reactants needed to synthesize the given product. (1) Given the product [OH:8][C:9]1[CH:10]=[C:11]2[C:15](=[CH:16][CH:17]=1)[N:14]([CH2:18][C:19]1[CH:20]=[C:21]([CH:26]=[CH:27][CH:28]=1)[C:22]([O:24][CH3:25])=[O:23])[CH:13]=[CH:12]2, predict the reactants needed to synthesize it. The reactants are: C1(C[O:8][C:9]2[CH:10]=[C:11]3[C:15](=[CH:16][CH:17]=2)[N:14]([CH2:18][C:19]2[CH:20]=[C:21]([CH:26]=[CH:27][CH:28]=2)[C:22]([O:24][CH3:25])=[O:23])[CH:13]=[CH:12]3)C=CC=CC=1. (2) Given the product [ClH:31].[ClH:31].[CH:1]1([CH2:7][CH2:8][O:9][C:10]2[CH:11]=[C:12]([CH:28]=[CH:29][N:30]=2)[C:13]([N:15]2[CH2:20][CH2:19][NH:18][CH2:17][CH2:16]2)=[O:14])[CH2:6][CH2:5][CH2:4][CH2:3][CH2:2]1, predict the reactants needed to synthesize it. The reactants are: [CH:1]1([CH2:7][CH2:8][O:9][C:10]2[CH:11]=[C:12]([CH:28]=[CH:29][N:30]=2)[C:13]([N:15]2[CH2:20][CH2:19][N:18](C(OC(C)(C)C)=O)[CH2:17][CH2:16]2)=[O:14])[CH2:6][CH2:5][CH2:4][CH2:3][CH2:2]1.[ClH:31].CCOC(C)=O. (3) Given the product [N+:2]([C:5]1[CH:6]=[C:7]([CH:10]=[CH:11][CH:12]=1)[CH2:8][NH:9][S:18]([NH2:21])(=[O:20])=[O:19])([O-:4])=[O:3], predict the reactants needed to synthesize it. The reactants are: Cl.[N+:2]([C:5]1[CH:6]=[C:7]([CH:10]=[CH:11][CH:12]=1)[CH2:8][NH2:9])([O-:4])=[O:3].C([O-])(O)=O.[Na+].[S:18](N)([NH2:21])(=[O:20])=[O:19].Cl. (4) Given the product [Br:23][C:16]1[CH:17]=[CH:18][N:13]([C:8]2[CH:7]=[CH:6][C:5]3[C:10](=[C:11]([CH3:12])[N:3]([CH2:1][CH3:2])[N:4]=3)[CH:9]=2)[C:14](=[O:20])[CH:15]=1, predict the reactants needed to synthesize it. The reactants are: [CH2:1]([N:3]1[C:11]([CH3:12])=[C:10]2[C:5]([CH:6]=[CH:7][C:8]([N:13]3[CH:18]=[CH:17][C:16](O)=[CH:15][C:14]3=[O:20])=[CH:9]2)=[N:4]1)[CH3:2].P(Br)(Br)([Br:23])=O.C(=O)([O-])O.[Na+]. (5) Given the product [CH2:1]([C:3]1[CH:8]=[CH:7][C:6]([CH2:9][CH2:10][CH:11]=[O:12])=[CH:5][CH:4]=1)[CH3:2], predict the reactants needed to synthesize it. The reactants are: [CH2:1]([CH:3]1[CH2:8][CH2:7][CH:6]([CH2:9][CH2:10][CH:11]=[O:12])[CH2:5][CH2:4]1)[CH3:2].C(C1C=CC(C=O)=CC=1)C. (6) Given the product [Cl:1][C:2]1[CH:3]=[C:4]([C:8]2[CH:16]=[CH:15][CH:14]=[C:13]3[C:9]=2[C:10](=[CH:33][C:28]2[NH:29][C:30]([CH3:32])=[CH:31][C:27]=2[C:25]([N:22]2[CH2:23][CH2:24][C@@H:20]([N:19]([CH3:18])[CH3:35])[CH2:21]2)=[O:26])[C:11](=[O:17])[NH:12]3)[CH:5]=[CH:6][CH:7]=1, predict the reactants needed to synthesize it. The reactants are: [Cl:1][C:2]1[CH:3]=[C:4]([C:8]2[CH:16]=[CH:15][CH:14]=[C:13]3[C:9]=2[CH2:10][C:11](=[O:17])[NH:12]3)[CH:5]=[CH:6][CH:7]=1.[CH3:18][N:19]([CH3:35])[C@@H:20]1[CH2:24][CH2:23][N:22]([C:25]([C:27]2[CH:31]=[C:30]([CH3:32])[NH:29][C:28]=2[CH:33]=O)=[O:26])[CH2:21]1. (7) Given the product [S:1]1[CH:5]=[CH:4][C:3]([C:6]2[CH:7]=[C:8]([C:16]3[N:17]=[C:18]([CH2:21][CH2:22][C:23]([OH:25])=[O:24])[O:19][CH:20]=3)[CH:9]=[C:10]([C:12]([F:13])([F:14])[F:15])[CH:11]=2)=[CH:2]1, predict the reactants needed to synthesize it. The reactants are: [S:1]1[CH:5]=[CH:4][C:3]([C:6]2[CH:7]=[C:8]([C:16]3[N:17]=[C:18]([CH2:21][CH2:22][C:23]([O:25]C)=[O:24])[O:19][CH:20]=3)[CH:9]=[C:10]([C:12]([F:15])([F:14])[F:13])[CH:11]=2)=[CH:2]1.ClC1C=C(C2N=C(CCC(O)=O)OC=2)C=C(C(F)(F)F)C=1. (8) Given the product [F:1][C:2]1[CH:7]=[CH:6][CH:5]=[CH:4][C:3]=1[C@@H:8]([N:28]1[CH2:27][CH2:26][CH2:20][CH2:30][CH2:29]1)[C:9]([O:11][C@H:12]([C:14]1[CH:15]=[CH:16][CH:17]=[CH:18][CH:19]=1)[CH3:13])=[O:10], predict the reactants needed to synthesize it. The reactants are: [F:1][C:2]1[CH:7]=[CH:6][CH:5]=[CH:4][C:3]=1[CH2:8][C:9]([O:11][C@H:12]([C:14]1[CH:19]=[CH:18][CH:17]=[CH:16][CH:15]=1)[CH3:13])=[O:10].[CH2:20]1[CH2:30][CH2:29][N:28]2C(=NC[CH2:26][CH2:27]2)CC1.C(Br)(Br)(Br)Br.N1CCCCC1. (9) Given the product [Cl:1][C:2]1[CH:3]=[CH:4][C:5]([NH:8][C:9]([C:11]2[O:12][C:13]3[CH:31]=[CH:30][CH:29]=[CH:28][C:14]=3[C:15]=2[NH:16][C:17]([C@H:19]2[CH2:24][CH2:23][C@H:22]([C:25]([N:34]([CH3:35])[CH3:33])=[O:26])[CH2:21][CH2:20]2)=[O:18])=[O:10])=[N:6][CH:7]=1, predict the reactants needed to synthesize it. The reactants are: [Cl:1][C:2]1[CH:3]=[CH:4][C:5]([NH:8][C:9]([C:11]2[O:12][C:13]3[CH:31]=[CH:30][CH:29]=[CH:28][C:14]=3[C:15]=2[NH:16][C:17]([C@H:19]2[CH2:24][CH2:23][C@H:22]([C:25](O)=[O:26])[CH2:21][CH2:20]2)=[O:18])=[O:10])=[N:6][CH:7]=1.Cl.[CH3:33][NH:34][CH3:35].ON1C2C=CC=CC=2N=N1.Cl.C(N=C=NCCCN(C)C)C.